This data is from Forward reaction prediction with 1.9M reactions from USPTO patents (1976-2016). The task is: Predict the product of the given reaction. (1) Given the reactants [OH:1][C:2]1[CH:7]=[C:6]([Cl:8])[N:5]=[N:4][C:3]=1Cl.[C:10]([C:14]1[CH:19]=[CH:18][C:17]([OH:20])=[CH:16][CH:15]=1)([CH3:13])([CH3:12])[CH3:11].[OH-].[Na+].Cl, predict the reaction product. The product is: [Cl:8][C:6]1[N:5]=[N:4][C:3]([O:20][C:17]2[CH:18]=[CH:19][C:14]([C:10]([CH3:13])([CH3:12])[CH3:11])=[CH:15][CH:16]=2)=[C:2]([OH:1])[CH:7]=1. (2) Given the reactants C(O)(=O)C.N1C=[CH:9][CH:8]=[CH:7][CH:6]=1.[CH3:11][C:12]1[N:16]([CH2:17][C:18]2[CH:23]=[CH:22][C:21]([CH3:24])=[CH:20][CH:19]=2)[N:15]=[C:14]([C:25]2[O:29][N:28]=[C:27]([C:30]3[CH:35]=[CH:34][C:33]([CH2:36][NH2:37])=[CH:32][CH:31]=3)[N:26]=2)[CH:13]=1.COC1CCC(OC)O1, predict the reaction product. The product is: [CH3:11][C:12]1[N:16]([CH2:17][C:18]2[CH:19]=[CH:20][C:21]([CH3:24])=[CH:22][CH:23]=2)[N:15]=[C:14]([C:25]2[O:29][N:28]=[C:27]([C:30]3[CH:31]=[CH:32][C:33]([CH2:36][N:37]4[CH:9]=[CH:8][CH:7]=[CH:6]4)=[CH:34][CH:35]=3)[N:26]=2)[CH:13]=1. (3) Given the reactants [Cl:1][C:2]1[CH:10]=[C:9]2[C:5]([CH2:6][C:7](=[O:11])[NH:8]2)=[CH:4][CH:3]=1.[Cl:12][CH2:13][C:14](Cl)=[O:15], predict the reaction product. The product is: [Cl:12][CH2:13][C:14]([C:3]1[CH:4]=[C:5]2[C:9](=[CH:10][C:2]=1[Cl:1])[NH:8][C:7](=[O:11])[CH2:6]2)=[O:15]. (4) Given the reactants C(O[C:6]([N:8]1[CH2:12][C:11](=[N:13][O:14][CH3:15])[CH2:10][C@H:9]1[C:16]([OH:18])=O)=[O:7])(C)(C)C.[N:19]([CH2:22][CH2:23][CH2:24][CH2:25][CH3:26])=C=O.[CH2:27]([N:29]1[C:41]2[CH:40]=[CH:39][C:38]([NH2:42])=[CH:37][C:36]=2[C:35]2[C:30]1=[CH:31][CH:32]=[CH:33][CH:34]=2)[CH3:28], predict the reaction product. The product is: [CH2:27]([N:29]1[C:41]2[CH:40]=[CH:39][C:38]([NH:42][C:16]([C@@H:9]3[CH2:10][C:11](=[N:13][O:14][CH3:15])[CH2:12][N:8]3[C:6]([NH:19][CH2:22][CH2:23][CH2:24][CH2:25][CH3:26])=[O:7])=[O:18])=[CH:37][C:36]=2[C:35]2[C:30]1=[CH:31][CH:32]=[CH:33][CH:34]=2)[CH3:28].